Dataset: Forward reaction prediction with 1.9M reactions from USPTO patents (1976-2016). Task: Predict the product of the given reaction. (1) The product is: [CH3:11][N:12]1[CH2:17][CH2:16][N:15]([C:2]2[CH:7]=[CH:6][C:5]([N+:8]([O-:10])=[O:9])=[CH:4][N:3]=2)[CH2:14][CH2:13]1. Given the reactants Cl[C:2]1[CH:7]=[CH:6][C:5]([N+:8]([O-:10])=[O:9])=[CH:4][N:3]=1.[CH3:11][N:12]1[CH2:17][CH2:16][NH:15][CH2:14][CH2:13]1.C(=O)([O-])[O-].[K+].[K+].O, predict the reaction product. (2) Given the reactants [Cl:1][C:2]1[CH:7]=[CH:6][C:5]([CH:8]2[C:12]3[N:13](C)[N:14]=[C:15]([CH:16]4[CH2:18][CH2:17]4)[C:11]=3[C:10](=[O:20])[N:9]2[C:21]2[CH:22]=[C:23]([CH3:31])[C:24]3[N:28]=[N:27]N(C)C=3C=2)=[CH:4][CH:3]=1.ClC1C=[C:35]([CH3:43])[C:36]2N([C:39](C)=[N:40][N:41]=2)N=1, predict the reaction product. The product is: [Cl:1][C:2]1[CH:3]=[CH:4][C:5]([CH:8]2[C:12]3[N:13]([C:43]4[N:40]([CH3:39])[N:41]=[CH:36][CH:35]=4)[N:14]=[C:15]([CH:16]4[CH2:18][CH2:17]4)[C:11]=3[C:10](=[O:20])[N:9]2[C:21]2[CH:22]=[C:23]([CH3:31])[C:24]3[N:13]([C:12]([CH3:11])=[N:27][N:28]=3)[N:14]=2)=[CH:6][CH:7]=1. (3) Given the reactants [Cl:1][C:2]1[C:3]([O:15][CH3:16])=[C:4]([CH:10]=[CH:11][C:12]([OH:14])=[O:13])[CH:5]=[CH:6][C:7]=1[O:8][CH3:9], predict the reaction product. The product is: [Cl:1][C:2]1[C:3]([O:15][CH3:16])=[C:4]([CH2:10][CH2:11][C:12]([OH:14])=[O:13])[CH:5]=[CH:6][C:7]=1[O:8][CH3:9]. (4) Given the reactants [F:1][C:2]([F:14])([F:13])[C:3]1[CH:4]=[C:5]([CH:10]=[CH:11][CH:12]=1)[C:6](=[O:9])[CH2:7]Br.C1N2CN3CN(C2)C[N:16]1C3.C(Cl)(Cl)(Cl)[Cl:26], predict the reaction product. The product is: [ClH:26].[NH2:16][CH2:7][C:6]([C:5]1[CH:10]=[CH:11][CH:12]=[C:3]([C:2]([F:14])([F:13])[F:1])[CH:4]=1)=[O:9]. (5) Given the reactants CO[CH:3](OC)[N:4]([CH3:6])[CH3:5].[CH2:9]([C:11]1[C:19]2[C:14](=[CH:15][C:16]([C:20](=[O:22])[CH3:21])=[CH:17][CH:18]=2)[N:13]([CH2:23][O:24][CH2:25][CH2:26][Si:27]([CH3:30])([CH3:29])[CH3:28])[N:12]=1)[CH3:10].O.C(OCC)(=O)C, predict the reaction product. The product is: [CH3:3][N:4]([CH3:6])/[CH:5]=[CH:21]/[C:20]([C:16]1[CH:15]=[C:14]2[C:19]([C:11]([CH2:9][CH3:10])=[N:12][N:13]2[CH2:23][O:24][CH2:25][CH2:26][Si:27]([CH3:30])([CH3:29])[CH3:28])=[CH:18][CH:17]=1)=[O:22].